This data is from Catalyst prediction with 721,799 reactions and 888 catalyst types from USPTO. The task is: Predict which catalyst facilitates the given reaction. (1) Reactant: [C:1]12([CH2:11][O:12][C:13]3[C:25]([CH:26]=[CH2:27])=[CH:24][C:16]([C:17]([O:19]C(C)(C)C)=[O:18])=[C:15]([F:28])[CH:14]=3)[CH2:10][CH:5]3[CH2:6][CH:7]([CH2:9][CH:3]([CH2:4]3)[CH2:2]1)[CH2:8]2.FC(F)(F)C(O)=O. Product: [C:1]12([CH2:11][O:12][C:13]3[C:25]([CH:26]=[CH2:27])=[CH:24][C:16]([C:17]([OH:19])=[O:18])=[C:15]([F:28])[CH:14]=3)[CH2:8][CH:7]3[CH2:6][CH:5]([CH2:4][CH:3]([CH2:9]3)[CH2:2]1)[CH2:10]2. The catalyst class is: 4. (2) Reactant: C[O:2][C:3]1[CH:30]=[CH:29][C:6]([O:7][C:8]2[CH:13]=[CH:12][C:11]([C:14](=[O:28])[CH2:15][CH2:16][C:17]([NH:19][CH2:20][CH2:21][C:22]3[CH:27]=[CH:26][CH:25]=[CH:24][N:23]=3)=[O:18])=[CH:10][CH:9]=2)=[CH:5][CH:4]=1.C(=O)=O.CC(C)=O.B(Br)(Br)Br. Product: [OH:2][C:3]1[CH:4]=[CH:5][C:6]([O:7][C:8]2[CH:9]=[CH:10][C:11]([C:14](=[O:28])[CH2:15][CH2:16][C:17]([NH:19][CH2:20][CH2:21][C:22]3[CH:27]=[CH:26][CH:25]=[CH:24][N:23]=3)=[O:18])=[CH:12][CH:13]=2)=[CH:29][CH:30]=1. The catalyst class is: 2. (3) Reactant: [F:1][C:2]1[C:11]2[N:10]([C:12]3[CH:19]=[CH:18][C:17]([C:20]([F:23])([F:22])[F:21])=[CH:16][C:13]=3[C:14]#[N:15])[CH2:9][CH2:8][O:7][C:6]=2[CH:5]=[CH:4][CH:3]=1.[Cl:24][S:25](O)(=[O:27])=[O:26]. Product: [C:14]([C:13]1[CH:16]=[C:17]([C:20]([F:23])([F:21])[F:22])[CH:18]=[CH:19][C:12]=1[N:10]1[CH2:9][CH2:8][O:7][C:6]2[CH:5]=[C:4]([S:25]([Cl:24])(=[O:27])=[O:26])[CH:3]=[C:2]([F:1])[C:11]1=2)#[N:15]. The catalyst class is: 2. (4) Reactant: [CH3:1][N:2]([CH2:25][CH2:26][CH2:27][C:28]([OH:30])=O)[C:3]([C:5]1[CH:6]=[C:7]2[C:15](=[CH:16][CH:17]=1)[N:14]([CH3:18])[C:13]1[CH2:12][CH2:11][C@@H:10]([CH:19]3[CH2:24][CH2:23][O:22][CH2:21][CH2:20]3)[CH2:9][C:8]2=1)=[O:4].Cl.[NH2:32][CH2:33][C:34]#[N:35].F[P-](F)(F)(F)(F)F.N1(OC(N(C)C)=[N+](C)C)C2N=CC=CC=2N=N1.C(N(CC)C(C)C)(C)C. Product: [C:33]([CH2:34][NH:35][C:28](=[O:30])[CH2:27][CH2:26][CH2:25][N:2]([CH3:1])[C:3]([C:5]1[CH:6]=[C:7]2[C:15](=[CH:16][CH:17]=1)[N:14]([CH3:18])[C:13]1[CH2:12][CH2:11][C@@H:10]([CH:19]3[CH2:20][CH2:21][O:22][CH2:23][CH2:24]3)[CH2:9][C:8]2=1)=[O:4])#[N:32]. The catalyst class is: 3. (5) Reactant: [H-].[Na+].[C:3]([CH2:5]P(=O)(OCC)OCC)#[N:4].[CH2:14]1[C:22]2[C:17](=[N:18][CH:19]=[C:20]3[CH2:25][CH2:24][C:23](=O)[C:21]3=2)[O:16][CH2:15]1. Product: [CH2:14]1[C:22]2[C:17](=[N:18][CH:19]=[C:20]3[CH2:25][CH2:24][C:23](=[CH:5][C:3]#[N:4])[C:21]3=2)[O:16][CH2:15]1. The catalyst class is: 685. (6) Reactant: [C:1]1([C:7]2[C:16]([N:17]3[CH2:22][CH2:21][N:20]([C:23]4[CH:28]=[CH:27][CH:26]=[CH:25][CH:24]=4)[CH2:19][CH2:18]3)=[N:15][C:14]3[C:9](=[CH:10][CH:11]=[C:12]([C:29]([O:31]C)=[O:30])[CH:13]=3)[N:8]=2)[CH:6]=[CH:5][CH:4]=[CH:3][CH:2]=1.[OH-].[Na+].Cl. Product: [C:1]1([C:7]2[C:16]([N:17]3[CH2:22][CH2:21][N:20]([C:23]4[CH:24]=[CH:25][CH:26]=[CH:27][CH:28]=4)[CH2:19][CH2:18]3)=[N:15][C:14]3[C:9](=[CH:10][CH:11]=[C:12]([C:29]([OH:31])=[O:30])[CH:13]=3)[N:8]=2)[CH:2]=[CH:3][CH:4]=[CH:5][CH:6]=1. The catalyst class is: 5. (7) Product: [C:1]([O:5][CH:6]([C:10]1[N:15]([CH3:16])[C:14](=[O:17])[C:13]2[N:18]([CH2:37][C:36]3[CH:39]=[CH:40][C:33]([Cl:32])=[CH:34][CH:35]=3)[CH:19]=[CH:20][C:12]=2[C:11]=1[C:21]1[C:22]([CH3:31])=[C:23]2[C:28](=[CH:29][CH:30]=1)[O:27][CH2:26][CH2:25][CH2:24]2)[C:7]([OH:9])=[O:8])([CH3:4])([CH3:3])[CH3:2]. The catalyst class is: 144. Reactant: [C:1]([O:5][CH:6]([C:10]1[N:15]([CH3:16])[C:14](=[O:17])[C:13]2[NH:18][CH:19]=[CH:20][C:12]=2[C:11]=1[C:21]1[C:22]([CH3:31])=[C:23]2[C:28](=[CH:29][CH:30]=1)[O:27][CH2:26][CH2:25][CH2:24]2)[C:7]([OH:9])=[O:8])([CH3:4])([CH3:3])[CH3:2].[Cl:32][C:33]1[CH:40]=[CH:39][C:36]([CH2:37]Br)=[CH:35][CH:34]=1. (8) The catalyst class is: 9. Reactant: CCCCCC.C([Li])CCC.[O:12]1CCC[CH2:13]1.[O:17]1[CH2:22][CH2:21][CH:20]([CH2:23][NH:24][C:25]([C:27]2[CH:31]=[C:30]([CH2:32][O:33][CH2:34][C:35]3[CH:44]=[CH:43][C:42]4[C:37](=[CH:38][CH:39]=[CH:40][CH:41]=4)[CH:36]=3)[O:29][N:28]=2)=[O:26])[CH2:19][CH2:18]1.Cl. Product: [O:17]1[CH2:22][CH2:21][CH:20]([CH2:23][NH:24][C:25]([C:27]2[C:31]([CH:13]=[O:12])=[C:30]([CH2:32][O:33][CH2:34][C:35]3[CH:44]=[CH:43][C:42]4[C:37](=[CH:38][CH:39]=[CH:40][CH:41]=4)[CH:36]=3)[O:29][N:28]=2)=[O:26])[CH2:19][CH2:18]1. (9) Reactant: [Br:1][C:2]1[N:7]=[C:6]([CH2:8]O)[CH:5]=[CH:4][CH:3]=1.CCN(S(F)(F)[F:16])CC. Product: [Br:1][C:2]1[CH:3]=[CH:4][CH:5]=[C:6]([CH2:8][F:16])[N:7]=1. The catalyst class is: 2. (10) Reactant: C([O:4][C@@H:5]1[CH2:21][C:20]2[C@@:8]([CH2:24][O:25][Si:26]([C:29]([CH3:32])([CH3:31])[CH3:30])([CH3:28])[CH3:27])([CH:9]3[CH:17]([CH2:18][CH:19]=2)[CH:16]2[C@@:12]([CH3:23])([C:13](=[O:22])[CH2:14][CH2:15]2)[CH2:11][CH2:10]3)[CH2:7][CH2:6]1)(=O)C.[OH-].[Na+]. Product: [Si:26]([O:25][CH2:24][C@:8]12[CH2:7][CH2:6][C@H:5]([OH:4])[CH2:21][C@@H:20]1[CH2:19][CH2:18][CH:17]1[CH:9]2[CH2:10][CH2:11][C@@:12]2([CH3:23])[CH:16]1[CH2:15][CH2:14][C:13]2=[O:22])([C:29]([CH3:32])([CH3:31])[CH3:30])([CH3:28])[CH3:27]. The catalyst class is: 5.